Predict the reaction yield, written as a fraction of the theoretical maximum amount of product (1.0 means a 100% yield; for example, 0.34 means a 34% yield). From a dataset of Reaction yield outcomes from USPTO patents with 853,638 reactions. (1) The reactants are [ClH:1].CCOCC.[CH2:7]([O:14][C:15]1[CH:20]=[CH:19][N:18]([C:21]2[CH:29]=[C:28]3[C:24]([C:25]4[CH2:34][CH2:33][NH:32][CH:31]([CH2:35][OH:36])[C:26]=4[N:27]3[CH3:30])=[CH:23][CH:22]=2)[C:17](=[O:37])[CH:16]=1)[C:8]1[CH:13]=[CH:12][CH:11]=[CH:10][CH:9]=1. The catalyst is C(Cl)Cl. The product is [ClH:1].[CH2:7]([O:14][C:15]1[CH:20]=[CH:19][N:18]([C:21]2[CH:29]=[C:28]3[C:24]([C:25]4[CH2:34][CH2:33][NH:32][CH:31]([CH2:35][OH:36])[C:26]=4[N:27]3[CH3:30])=[CH:23][CH:22]=2)[C:17](=[O:37])[CH:16]=1)[C:8]1[CH:9]=[CH:10][CH:11]=[CH:12][CH:13]=1. The yield is 0.540. (2) The reactants are C(OC([N:11]1[CH2:16][CH2:15][N:14]([CH2:17][CH2:18][CH2:19][N:20]2[CH2:27][CH2:26][C:23]3([CH2:25][CH2:24]3)[C@H:22]([OH:28])[CH2:21]2)[C:13](=[O:29])[C@@H:12]1[CH3:30])=O)C1C=CC=CC=1. The catalyst is CO.[Pd]. The product is [OH:28][C@@H:22]1[CH2:21][N:20]([CH2:19][CH2:18][CH2:17][N:14]2[CH2:15][CH2:16][NH:11][C@@H:12]([CH3:30])[C:13]2=[O:29])[CH2:27][CH2:26][C:23]21[CH2:24][CH2:25]2. The yield is 1.00. (3) The reactants are [N+:1]([C:4]1[CH:5]=[C:6]([C:14]([OH:16])=[O:15])[C:7](=[CH:12][CH:13]=1)[CH2:8][C:9]([OH:11])=[O:10])([O-])=O.[H][H].[K+].[Br-]. The catalyst is [OH-].[Na+].[Pd]. The product is [NH2:1][C:4]1[CH:5]=[C:6]([C:14]([OH:16])=[O:15])[C:7](=[CH:12][CH:13]=1)[CH2:8][C:9]([OH:11])=[O:10]. The yield is 0.810.